Dataset: NCI-60 drug combinations with 297,098 pairs across 59 cell lines. Task: Regression. Given two drug SMILES strings and cell line genomic features, predict the synergy score measuring deviation from expected non-interaction effect. (1) Drug 1: C1=NC2=C(N1)C(=S)N=C(N2)N. Drug 2: C1=NC(=NC(=O)N1C2C(C(C(O2)CO)O)O)N. Cell line: PC-3. Synergy scores: CSS=24.1, Synergy_ZIP=-11.0, Synergy_Bliss=-2.51, Synergy_Loewe=-5.69, Synergy_HSA=-1.69. (2) Drug 1: C1=NC2=C(N=C(N=C2N1C3C(C(C(O3)CO)O)F)Cl)N. Drug 2: CC1C(C(CC(O1)OC2CC(CC3=C2C(=C4C(=C3O)C(=O)C5=C(C4=O)C(=CC=C5)OC)O)(C(=O)CO)O)N)O.Cl. Cell line: OVCAR-4. Synergy scores: CSS=21.7, Synergy_ZIP=-0.747, Synergy_Bliss=-0.372, Synergy_Loewe=-0.162, Synergy_HSA=0.505. (3) Drug 1: CC1=CC2C(CCC3(C2CCC3(C(=O)C)OC(=O)C)C)C4(C1=CC(=O)CC4)C. Drug 2: CC1=C2C(C(=O)C3(C(CC4C(C3C(C(C2(C)C)(CC1OC(=O)C(C(C5=CC=CC=C5)NC(=O)C6=CC=CC=C6)O)O)OC(=O)C7=CC=CC=C7)(CO4)OC(=O)C)O)C)OC(=O)C. Cell line: OVCAR-8. Synergy scores: CSS=53.9, Synergy_ZIP=1.47, Synergy_Bliss=4.88, Synergy_Loewe=-49.4, Synergy_HSA=3.95. (4) Drug 1: C1=CC(=C2C(=C1NCCNCCO)C(=O)C3=C(C=CC(=C3C2=O)O)O)NCCNCCO. Drug 2: CN(C)C1=NC(=NC(=N1)N(C)C)N(C)C. Cell line: MCF7. Synergy scores: CSS=33.7, Synergy_ZIP=1.87, Synergy_Bliss=0.955, Synergy_Loewe=-30.6, Synergy_HSA=-1.54. (5) Drug 1: CCCS(=O)(=O)NC1=C(C(=C(C=C1)F)C(=O)C2=CNC3=C2C=C(C=N3)C4=CC=C(C=C4)Cl)F. Drug 2: COC1=NC(=NC2=C1N=CN2C3C(C(C(O3)CO)O)O)N. Cell line: CAKI-1. Synergy scores: CSS=-2.90, Synergy_ZIP=-3.16, Synergy_Bliss=-9.20, Synergy_Loewe=-7.85, Synergy_HSA=-8.55. (6) Drug 1: CC(C1=C(C=CC(=C1Cl)F)Cl)OC2=C(N=CC(=C2)C3=CN(N=C3)C4CCNCC4)N. Drug 2: CCC1=CC2CC(C3=C(CN(C2)C1)C4=CC=CC=C4N3)(C5=C(C=C6C(=C5)C78CCN9C7C(C=CC9)(C(C(C8N6C)(C(=O)OC)O)OC(=O)C)CC)OC)C(=O)OC.C(C(C(=O)O)O)(C(=O)O)O. Cell line: RPMI-8226. Synergy scores: CSS=62.0, Synergy_ZIP=16.8, Synergy_Bliss=19.5, Synergy_Loewe=-9.61, Synergy_HSA=16.0. (7) Drug 1: CC1=CC2C(CCC3(C2CCC3(C(=O)C)OC(=O)C)C)C4(C1=CC(=O)CC4)C. Drug 2: CC1=C(N=C(N=C1N)C(CC(=O)N)NCC(C(=O)N)N)C(=O)NC(C(C2=CN=CN2)OC3C(C(C(C(O3)CO)O)O)OC4C(C(C(C(O4)CO)O)OC(=O)N)O)C(=O)NC(C)C(C(C)C(=O)NC(C(C)O)C(=O)NCCC5=NC(=CS5)C6=NC(=CS6)C(=O)NCCC[S+](C)C)O. Cell line: RPMI-8226. Synergy scores: CSS=13.1, Synergy_ZIP=3.80, Synergy_Bliss=9.67, Synergy_Loewe=5.40, Synergy_HSA=5.33. (8) Drug 1: CC1=C(C(CCC1)(C)C)C=CC(=CC=CC(=CC(=O)O)C)C. Drug 2: CC12CCC3C(C1CCC2OP(=O)(O)O)CCC4=C3C=CC(=C4)OC(=O)N(CCCl)CCCl.[Na+]. Cell line: RXF 393. Synergy scores: CSS=3.14, Synergy_ZIP=-3.96, Synergy_Bliss=-5.72, Synergy_Loewe=-6.31, Synergy_HSA=-6.79. (9) Drug 2: CNC(=O)C1=NC=CC(=C1)OC2=CC=C(C=C2)NC(=O)NC3=CC(=C(C=C3)Cl)C(F)(F)F. Synergy scores: CSS=-0.0880, Synergy_ZIP=4.38, Synergy_Bliss=9.50, Synergy_Loewe=4.04, Synergy_HSA=3.41. Drug 1: CS(=O)(=O)CCNCC1=CC=C(O1)C2=CC3=C(C=C2)N=CN=C3NC4=CC(=C(C=C4)OCC5=CC(=CC=C5)F)Cl. Cell line: U251. (10) Drug 1: CC1=CC2C(CCC3(C2CCC3(C(=O)C)OC(=O)C)C)C4(C1=CC(=O)CC4)C. Drug 2: CC1=C(C(=O)C2=C(C1=O)N3CC4C(C3(C2COC(=O)N)OC)N4)N. Cell line: 786-0. Synergy scores: CSS=38.5, Synergy_ZIP=5.03, Synergy_Bliss=6.12, Synergy_Loewe=-24.5, Synergy_HSA=4.80.